Dataset: Full USPTO retrosynthesis dataset with 1.9M reactions from patents (1976-2016). Task: Predict the reactants needed to synthesize the given product. (1) Given the product [C:7]1([C:1]2[CH:6]=[CH:5][CH:4]=[CH:3][CH:2]=2)[CH:15]=[CH:14][C:10]([C:11]([NH:17][CH:18]([C:19]([O:21][CH2:22][CH3:23])=[O:20])[C:24]([O:26][CH2:27][CH3:28])=[O:25])=[O:12])=[CH:9][CH:8]=1, predict the reactants needed to synthesize it. The reactants are: [C:1]1([C:7]2[CH:15]=[CH:14][C:10]([C:11](Cl)=[O:12])=[CH:9][CH:8]=2)[CH:6]=[CH:5][CH:4]=[CH:3][CH:2]=1.Cl.[NH2:17][CH:18]([C:24]([O:26][CH2:27][CH3:28])=[O:25])[C:19]([O:21][CH2:22][CH3:23])=[O:20].C(=O)([O-])O.[Na+]. (2) The reactants are: [Cl:1][C:2]1[CH:10]=[CH:9][CH:8]=[C:7]2[C:3]=1[CH:4]=[CH:5][N:6]2[C@@H:11]1[O:28][C@H:27]([CH2:29][O:30]C(=O)C)[C@@H:22]([O:23]C(=O)C)[C@H:17]([O:18]C(=O)C)[C@H:12]1[O:13]C(=O)C.[F:34][CH2:35][CH2:36][O:37][C:38]1[CH:46]=[CH:45][C:41]([C:42](Cl)=O)=[CH:40][CH:39]=1. Given the product [Cl:1][C:2]1[CH:10]=[CH:9][CH:8]=[C:7]2[C:3]=1[C:4]([CH2:42][C:41]1[CH:40]=[CH:39][C:38]([O:37][CH2:36][CH2:35][F:34])=[CH:46][CH:45]=1)=[CH:5][N:6]2[C@@H:11]1[O:28][C@H:27]([CH2:29][OH:30])[C@@H:22]([OH:23])[C@H:17]([OH:18])[C@H:12]1[OH:13], predict the reactants needed to synthesize it. (3) Given the product [F:15][C:16]([F:28])([F:29])[C:17]1[CH:18]=[C:19]([NH:20][C:12]([C:3]2[C:2]([OH:1])=[N:11][C:10]3[C:5](=[CH:6][CH:7]=[CH:8][CH:9]=3)[N:4]=2)=[O:14])[CH:21]=[C:22]([C:24]([F:25])([F:27])[F:26])[CH:23]=1, predict the reactants needed to synthesize it. The reactants are: [OH:1][C:2]1[C:3]([C:12]([OH:14])=O)=[N:4][C:5]2[C:10]([N:11]=1)=[CH:9][CH:8]=[CH:7][CH:6]=2.[F:15][C:16]([F:29])([F:28])[C:17]1[CH:18]=[C:19]([CH:21]=[C:22]([C:24]([F:27])([F:26])[F:25])[CH:23]=1)[NH2:20].